Task: Predict the product of the given reaction.. Dataset: Forward reaction prediction with 1.9M reactions from USPTO patents (1976-2016) (1) The product is: [CH2:9]=[CH:10][C:11](=[CH2:12])[CH3:16].[CH2:9]=[CH:10][C:11]1[CH:16]=[CH:15][CH:14]=[CH:13][CH:12]=1. Given the reactants CN(CCN(C)C)C.[CH2:9]=[CH:10][C:11]1[CH:16]=[CH:15][CH:14]=[CH:13][CH:12]=1.C([Li])CCC.C=CC(=C)C.CO, predict the reaction product. (2) Given the reactants [C:1]1([C:7]2[C:15]3[C:10](=[CH:11][CH:12]=[CH:13][CH:14]=3)[NH:9][C:8]=2[C:16]([O:18]CC)=O)[CH:6]=[CH:5][CH:4]=[CH:3][CH:2]=1.O.[NH2:22][NH2:23], predict the reaction product. The product is: [C:1]1([C:7]2[C:15]3[C:10](=[CH:11][CH:12]=[CH:13][CH:14]=3)[NH:9][C:8]=2[C:16]([NH:22][NH2:23])=[O:18])[CH:6]=[CH:5][CH:4]=[CH:3][CH:2]=1. (3) Given the reactants [Br:1][C:2]1[CH:11]=[CH:10][C:5]([C:6]([O:8][CH3:9])=[O:7])=[C:4]([OH:12])[CH:3]=1.C(=O)([O-])[O-].[K+].[K+].Br[CH2:20][C:21]#[CH:22], predict the reaction product. The product is: [Br:1][C:2]1[CH:11]=[CH:10][C:5]([C:6]([O:8][CH3:9])=[O:7])=[C:4]([O:12][CH2:22][C:21]#[CH:20])[CH:3]=1. (4) Given the reactants [OH:1][C:2]1[CH:31]=[CH:30][C:5]2[C:6](=[O:29])/[C:7](=[CH:9]/[C:10]3[C:18]4[C:13](=[CH:14][CH:15]=[CH:16][CH:17]=4)[N:12]([S:19]([C:22]4[CH:28]=[CH:27][C:25]([CH3:26])=[CH:24][CH:23]=4)(=[O:21])=[O:20])[CH:11]=3)/[O:8][C:4]=2[C:3]=1[CH2:32][N:33]1[CH2:38][CH2:37][N:36](C(OC(C)(C)C)=O)[CH2:35][CH2:34]1.FC(F)(F)C(O)=O.C(Cl)[Cl:54], predict the reaction product. The product is: [ClH:54].[ClH:54].[OH:1][C:2]1[CH:31]=[CH:30][C:5]2[C:6](=[O:29])/[C:7](=[CH:9]/[C:10]3[C:18]4[C:13](=[CH:14][CH:15]=[CH:16][CH:17]=4)[N:12]([S:19]([C:22]4[CH:23]=[CH:24][C:25]([CH3:26])=[CH:27][CH:28]=4)(=[O:20])=[O:21])[CH:11]=3)/[O:8][C:4]=2[C:3]=1[CH2:32][N:33]1[CH2:38][CH2:37][NH:36][CH2:35][CH2:34]1. (5) The product is: [Cl:1][C:2]1[C:3]([CH2:9][NH:10][C:11]2[C:16]([F:17])=[C:15]([O:18][CH3:19])[CH:14]=[C:13]([O:20][CH3:21])[C:12]=2[F:22])=[CH:4][N:5]=[C:6]([C:26]#[N:27])[CH:7]=1. Given the reactants [Cl:1][C:2]1[CH:7]=[C:6](Cl)[N:5]=[CH:4][C:3]=1[CH2:9][NH:10][C:11]1[C:16]([F:17])=[C:15]([O:18][CH3:19])[CH:14]=[C:13]([O:20][CH3:21])[C:12]=1[F:22].ClCCl.[CH3:26][N:27](C)C=O, predict the reaction product.